This data is from Full USPTO retrosynthesis dataset with 1.9M reactions from patents (1976-2016). The task is: Predict the reactants needed to synthesize the given product. (1) Given the product [NH2:18][C:13]1[C:12]2=[C:11]([C:19]3[CH:20]=[CH:21][C:22]4[C:26]([CH:27]=3)=[N:25][N:24]([CH2:28][C:29]3[CH:34]=[CH:33][CH:32]=[CH:31][CH:30]=3)[CH:23]=4)[CH:10]=[C:9]([C:5]3[CH:4]=[C:3]([CH:8]=[CH:7][CH:6]=3)[CH2:2][NH:1][C:37](=[O:38])[N:36]([CH3:40])[CH3:35])[N:17]2[N:16]=[CH:15][N:14]=1, predict the reactants needed to synthesize it. The reactants are: [NH2:1][CH2:2][C:3]1[CH:4]=[C:5]([C:9]2[N:17]3[C:12]([C:13]([NH2:18])=[N:14][CH:15]=[N:16]3)=[C:11]([C:19]3[CH:20]=[CH:21][C:22]4[C:26]([CH:27]=3)=[N:25][N:24]([CH2:28][C:29]3[CH:34]=[CH:33][CH:32]=[CH:31][CH:30]=3)[CH:23]=4)[CH:10]=2)[CH:6]=[CH:7][CH:8]=1.[CH3:35][N:36]([CH3:40])[C:37](Cl)=[O:38]. (2) Given the product [F:15][C:12]1[CH:11]=[CH:10][C:9]([CH:6]2[N:5]([S:16]([C:19]3[CH:24]=[CH:23][C:22]([CH3:25])=[CH:21][CH:20]=3)(=[O:18])=[O:17])[CH:4]([CH2:3][CH2:2][N:26]3[CH:30]=[CH:29][CH:28]=[N:27]3)[CH2:8][CH2:7]2)=[CH:14][CH:13]=1, predict the reactants needed to synthesize it. The reactants are: Cl[CH2:2][CH2:3][CH:4]1[CH2:8][CH2:7][CH:6]([C:9]2[CH:14]=[CH:13][C:12]([F:15])=[CH:11][CH:10]=2)[N:5]1[S:16]([C:19]1[CH:24]=[CH:23][C:22]([CH3:25])=[CH:21][CH:20]=1)(=[O:18])=[O:17].[NH:26]1[CH:30]=[CH:29][CH:28]=[N:27]1. (3) Given the product [C:18]([O:17][C:15]([N:9]1[CH2:14][CH2:13][N:12]([C:2]2[C:7]([Cl:8])=[CH:6][N:5]=[CH:4][N:3]=2)[CH2:11][CH2:10]1)=[O:16])([CH3:21])([CH3:19])[CH3:20], predict the reactants needed to synthesize it. The reactants are: Cl[C:2]1[C:7]([Cl:8])=[CH:6][N:5]=[CH:4][N:3]=1.[N:9]1([C:15]([O:17][C:18]([CH3:21])([CH3:20])[CH3:19])=[O:16])[CH2:14][CH2:13][NH:12][CH2:11][CH2:10]1. (4) Given the product [Cl:25][C:20]1[CH:21]=[CH:22][CH:23]=[CH:24][C:19]=1[N:17]([CH3:18])[C:15]([C:13]1[S:12][C:11]2[C:5]3[CH:4]=[CH:3][C:2]([C:29]4[C:28]([CH3:27])=[N:32][NH:31][CH:30]=4)=[CH:26][C:6]=3[O:7][CH2:8][CH2:9][C:10]=2[CH:14]=1)=[O:16], predict the reactants needed to synthesize it. The reactants are: Br[C:2]1[CH:3]=[CH:4][C:5]2[C:11]3[S:12][C:13]([C:15]([N:17]([C:19]4[CH:24]=[CH:23][CH:22]=[CH:21][C:20]=4[Cl:25])[CH3:18])=[O:16])=[CH:14][C:10]=3[CH2:9][CH2:8][O:7][C:6]=2[CH:26]=1.[CH3:27][C:28]1[NH:32][N:31]=[CH:30][C:29]=1B1OC(C)(C)C(C)(C)O1. (5) Given the product [C:1]([N:4]1[C:13]2[C:8](=[CH:9][C:10]([Br:14])=[CH:11][CH:12]=2)[CH2:7][CH2:6][CH:5]1[C:15]([N:17]1[CH2:20][CH:19]([N:21]2[CH2:22][CH2:23][NH:24][CH2:25][CH2:26]2)[CH2:18]1)=[O:16])(=[O:3])[CH3:2], predict the reactants needed to synthesize it. The reactants are: [C:1]([N:4]1[C:13]2[C:8](=[CH:9][C:10]([Br:14])=[CH:11][CH:12]=2)[CH2:7][CH2:6][CH:5]1[C:15]([N:17]1[CH2:20][CH:19]([N:21]2[CH2:26][CH2:25][N:24](C(=O)C(F)(F)F)[CH2:23][CH2:22]2)[CH2:18]1)=[O:16])(=[O:3])[CH3:2].C([O-])([O-])=O.[K+].[K+]. (6) Given the product [CH:1]([C:4]1[C:8]([CH2:9][CH2:10][CH2:11][O:12][C:24]2[CH:29]=[C:28]([CH2:30][C:31]([OH:33])=[O:32])[CH:27]=[C:26]([O:35][CH3:36])[CH:25]=2)=[CH:7][N:6]([C:13]2[CH:18]=[CH:17][C:16]([C:19]([F:21])([F:20])[F:22])=[CH:15][N:14]=2)[N:5]=1)([CH3:3])[CH3:2], predict the reactants needed to synthesize it. The reactants are: [CH:1]([C:4]1[C:8]([CH2:9][CH2:10][CH2:11][OH:12])=[CH:7][N:6]([C:13]2[CH:18]=[CH:17][C:16]([C:19]([F:22])([F:21])[F:20])=[CH:15][N:14]=2)[N:5]=1)([CH3:3])[CH3:2].O[C:24]1[CH:25]=[C:26]([O:35][CH3:36])[CH:27]=[C:28]([CH2:30][C:31]([O:33]C)=[O:32])[CH:29]=1.C(P(CCCC)CCCC)CCC.N(C(N1CCCCC1)=O)=NC(N1CCCCC1)=O.